Task: Binary Classification. Given a drug SMILES string, predict its activity (active/inactive) in a high-throughput screening assay against a specified biological target.. Dataset: M1 muscarinic receptor antagonist screen with 61,756 compounds (1) The compound is S(c1n(c(nn1)c1occc1)c1ccccc1)CC(OCC)=O. The result is 0 (inactive). (2) The molecule is Brc1cc(c2onc(n2)c2ccncc2)ccc1. The result is 0 (inactive).